Dataset: Catalyst prediction with 721,799 reactions and 888 catalyst types from USPTO. Task: Predict which catalyst facilitates the given reaction. (1) The catalyst class is: 142. Reactant: [Cl:1][C:2]1[N:7]=[C:6]([C:8]([F:11])([F:10])[F:9])[N:5]=[C:4]([NH2:12])[CH:3]=1.[O:13](C(OC(C)(C)C)=O)[C:14]([O:16][C:17]([CH3:20])([CH3:19])[CH3:18])=O. Product: [Cl:1][C:2]1[N:7]=[C:6]([C:8]([F:10])([F:11])[F:9])[N:5]=[C:4]([NH:12][C:14](=[O:13])[O:16][C:17]([CH3:20])([CH3:19])[CH3:18])[CH:3]=1. (2) Reactant: [Cl:1][C:2]1[C:7](=[O:8])[N:6]([CH3:9])[CH:5]=[C:4]([NH:10][CH:11]([C:23]2[CH:28]=[CH:27][C:26]([Cl:29])=[CH:25][CH:24]=2)[C:12]2[C:13]([C:20](O)=[O:21])=[N:14][N:15]([CH:17]3[CH2:19][CH2:18]3)[CH:16]=2)[CH:3]=1. Product: [Cl:1][C:2]1[C:7](=[O:8])[N:6]([CH3:9])[CH:5]=[C:4]([N:10]2[CH:11]([C:23]3[CH:28]=[CH:27][C:26]([Cl:29])=[CH:25][CH:24]=3)[C:12]3[C:13](=[N:14][N:15]([CH:17]4[CH2:18][CH2:19]4)[CH:16]=3)[C:20]2=[O:21])[CH:3]=1. The catalyst class is: 25. (3) Reactant: [Cl:1][C:2]1[CH:7]=[CH:6][C:5]([C:8]2[CH:13]=[CH:12][CH:11]=[C:10]([CH2:14][O:15][C:16]3[CH:17]=[C:18]4[C:22](=[CH:23][CH:24]=3)[C:21](=[O:25])[N:20]([CH:26]3[CH2:30][CH2:29][CH2:28][CH2:27]3)[CH2:19]4)[CH:9]=2)=[CH:4][C:3]=1[C:31]([O:33]C)=[O:32].[Li+].[OH-]. Product: [Cl:1][C:2]1[CH:7]=[CH:6][C:5]([C:8]2[CH:13]=[CH:12][CH:11]=[C:10]([CH2:14][O:15][C:16]3[CH:17]=[C:18]4[C:22](=[CH:23][CH:24]=3)[C:21](=[O:25])[N:20]([CH:26]3[CH2:30][CH2:29][CH2:28][CH2:27]3)[CH2:19]4)[CH:9]=2)=[CH:4][C:3]=1[C:31]([OH:33])=[O:32]. The catalyst class is: 7. (4) Reactant: [F:1][C:2]1[C:7]([Br:8])=[C:6](Br)[CH:5]=[C:4]([Br:10])[CH:3]=1.[CH:11](=[O:13])[CH3:12]. Product: [F:1][C:2]1[CH:3]=[C:4]([Br:10])[CH:5]=[C:6]([CH:11]([OH:13])[CH3:12])[C:7]=1[Br:8]. The catalyst class is: 7. (5) Reactant: [NH:1]1[C@H:5]([C:6]([OH:8])=[O:7])[CH2:4][CH2:3][C:2]1=[O:9].[OH-].[CH2:11]([P+:15]([CH2:24][CH2:25][CH2:26][CH3:27])([CH2:20][CH2:21][CH2:22][CH3:23])[CH2:16][CH2:17][CH2:18][CH3:19])[CH2:12][CH2:13][CH3:14]. Product: [NH:1]1[C@H:5]([C:6]([O-:8])=[O:7])[CH2:4][CH2:3][C:2]1=[O:9].[CH2:24]([P+:15]([CH2:11][CH2:12][CH2:13][CH3:14])([CH2:16][CH2:17][CH2:18][CH3:19])[CH2:20][CH2:21][CH2:22][CH3:23])[CH2:25][CH2:26][CH3:27]. The catalyst class is: 5. (6) Reactant: [Cl:1][C:2]1[C:7]([Cl:8])=[CH:6][C:5]([C:9]2[N:14]=[C:13]([S:15][CH3:16])[N:12]=[C:11](O)[C:10]=2[C:18]#[N:19])=[CH:4][C:3]=1[O:20][CH3:21].O=P(Cl)(Cl)[Cl:24]. Product: [Cl:1][C:2]1[C:7]([Cl:8])=[CH:6][C:5]([C:9]2[N:14]=[C:13]([S:15][CH3:16])[N:12]=[C:11]([Cl:24])[C:10]=2[C:18]#[N:19])=[CH:4][C:3]=1[O:20][CH3:21]. The catalyst class is: 12. (7) Reactant: C(OC(=O)[NH:10][C@H:11]([C:16]([N:18]1[CH2:22][CH2:21][C@H:20]2[N:23]([C:30](=[O:37])[C:31]3[CH:36]=[CH:35][CH:34]=[CH:33][CH:32]=3)[CH2:24][C:25]([O:28][CH3:29])([O:26][CH3:27])[C@@H:19]12)=[O:17])[CH2:12][CH:13]([CH3:15])[CH3:14])C1C=CC=CC=1.[H][H].C(O)C. Product: [NH2:10][C@@H:11]([CH2:12][CH:13]([CH3:15])[CH3:14])[C:16]([N:18]1[CH2:22][CH2:21][C@H:20]2[N:23]([C:30](=[O:37])[C:31]3[CH:32]=[CH:33][CH:34]=[CH:35][CH:36]=3)[CH2:24][C:25]([O:28][CH3:29])([O:26][CH3:27])[C@@H:19]12)=[O:17]. The catalyst class is: 43.